From a dataset of Full USPTO retrosynthesis dataset with 1.9M reactions from patents (1976-2016). Predict the reactants needed to synthesize the given product. (1) Given the product [CH2:17]([C:24]1[CH:25]=[CH:26][C:27]2[O:31][C:30]([C:38]3[N:43]=[CH:42][C:41]([CH:44]=[O:45])=[CH:40][N:39]=3)=[CH:29][C:28]=2[CH:35]=1)[C:18]1[CH:23]=[CH:22][CH:21]=[CH:20][CH:19]=1, predict the reactants needed to synthesize it. The reactants are: O1C=CC=C1P(C1OC=CC=1)C1OC=CC=1.[CH2:17]([C:24]1[CH:25]=[CH:26][C:27]2[O:31][C:30](B(O)O)=[CH:29][C:28]=2[CH:35]=1)[C:18]1[CH:23]=[CH:22][CH:21]=[CH:20][CH:19]=1.CS[C:38]1[N:43]=[CH:42][C:41]([CH:44]=[O:45])=[CH:40][N:39]=1. (2) Given the product [CH3:14][C:13]1[N:8]2[C:9]([S:10][C:6]([C:4]([NH:16][NH2:17])=[O:3])=[N:7]2)=[CH:11][N:12]=1, predict the reactants needed to synthesize it. The reactants are: C([O:3][C:4]([C:6]1[S:10][C:9]2=[CH:11][N:12]=[C:13]([CH3:14])[N:8]2[N:7]=1)=O)C.O.[NH2:16][NH2:17]. (3) Given the product [Br:1][C:2]1[C:9]([O:10][CH3:11])=[CH:8][CH:7]=[C:4]([CH2:5][C:13]2[CH:18]=[CH:17][C:16]([O:19][CH2:20][CH3:21])=[CH:15][CH:14]=2)[CH:3]=1, predict the reactants needed to synthesize it. The reactants are: [Br:1][C:2]1[CH:3]=[C:4]([CH:7]=[CH:8][C:9]=1[O:10][CH3:11])[CH:5]=O.Br[C:13]1[CH:18]=[CH:17][C:16]([O:19][CH2:20][CH3:21])=[CH:15][CH:14]=1. (4) Given the product [CH2:11]([N:18]1[C:19](=[O:29])[C:20]([CH3:27])([CH3:28])[O:21][CH2:22][C:23]1([CH3:24])[CH:25]=[O:26])[C:12]1[CH:17]=[CH:16][CH:15]=[CH:14][CH:13]=1, predict the reactants needed to synthesize it. The reactants are: C(Cl)(=O)C(Cl)=O.CS(C)=O.[CH2:11]([N:18]1[C:23]([CH2:25][OH:26])([CH3:24])[CH2:22][O:21][C:20]([CH3:28])([CH3:27])[C:19]1=[O:29])[C:12]1[CH:17]=[CH:16][CH:15]=[CH:14][CH:13]=1.C(N(CC)CC)C.